This data is from Catalyst prediction with 721,799 reactions and 888 catalyst types from USPTO. The task is: Predict which catalyst facilitates the given reaction. (1) Reactant: [BH4-].[Na+].[Cl:3][C:4]1[C:21]([CH:22]=[O:23])=[CH:20][C:7]2=[C:8]([C:16]([O:18][CH3:19])=[O:17])[CH:9]=[C:10]3[C:15]([CH:14]=[N:13][CH:12]=[CH:11]3)=[C:6]2[CH:5]=1. Product: [Cl:3][C:4]1[C:21]([CH2:22][OH:23])=[CH:20][C:7]2=[C:8]([C:16]([O:18][CH3:19])=[O:17])[CH:9]=[C:10]3[C:15]([CH:14]=[N:13][CH:12]=[CH:11]3)=[C:6]2[CH:5]=1. The catalyst class is: 5. (2) Product: [CH2:1]([N:7]1[C:16]2[C:11](=[CH:12][CH:13]=[CH:14][CH:15]=2)[C:10]([OH:17])=[C:9]([C:18]([NH:20][C:21]2[CH:29]=[CH:28][C:24]([C:25]([O:27][CH2:31][C:32]3[CH:37]=[CH:36][CH:35]=[CH:34][CH:33]=3)=[O:26])=[CH:23][CH:22]=2)=[O:19])[C:8]1=[O:30])[CH2:2][CH2:3][CH2:4][CH2:5][CH3:6]. Reactant: [CH2:1]([N:7]1[C:16]2[C:11](=[CH:12][CH:13]=[CH:14][CH:15]=2)[C:10]([OH:17])=[C:9]([C:18]([NH:20][C:21]2[CH:29]=[CH:28][C:24]([C:25]([OH:27])=[O:26])=[CH:23][CH:22]=2)=[O:19])[C:8]1=[O:30])[CH2:2][CH2:3][CH2:4][CH2:5][CH3:6].[CH2:31](O)[C:32]1[CH:37]=[CH:36][CH:35]=[CH:34][CH:33]=1.CCN=C=NCCCN(C)C.CN(C1C=CC=CN=1)C. The catalyst class is: 1.